From a dataset of Peptide-MHC class I binding affinity with 185,985 pairs from IEDB/IMGT. Regression. Given a peptide amino acid sequence and an MHC pseudo amino acid sequence, predict their binding affinity value. This is MHC class I binding data. The peptide sequence is QSDIAGAIH. The MHC is HLA-B07:02 with pseudo-sequence HLA-B07:02. The binding affinity (normalized) is 0.0847.